From a dataset of Full USPTO retrosynthesis dataset with 1.9M reactions from patents (1976-2016). Predict the reactants needed to synthesize the given product. (1) Given the product [CH3:7][O:8][C:9]1[C:18]2[C:13](=[CH:14][CH:15]=[CH:16][CH:17]=2)[CH:12]=[CH:11][C:1]=1[C:2]([Cl:4])=[O:3], predict the reactants needed to synthesize it. The reactants are: [C:1](Cl)(=O)[C:2]([Cl:4])=[O:3].[CH3:7][O:8][C:9]1[C:18]2[C:13](=[CH:14][CH:15]=[CH:16][CH:17]=2)[CH:12]=[CH:11]C=1C(O)=O. (2) Given the product [C:11]([C:13]([C:16]1[CH:17]=[C:18]([CH:30]=[CH:31][CH:32]=1)[C:19]([NH:21][C:22]1[CH:27]=[C:26]([O:28][C:2]2[CH:7]=[CH:6][C:5]([N+:8]([O-:10])=[O:9])=[CH:4][CH:3]=2)[CH:25]=[CH:24][C:23]=1[CH3:29])=[O:20])([CH3:15])[CH3:14])#[N:12], predict the reactants needed to synthesize it. The reactants are: F[C:2]1[CH:7]=[CH:6][C:5]([N+:8]([O-:10])=[O:9])=[CH:4][CH:3]=1.[C:11]([C:13]([C:16]1[CH:17]=[C:18]([CH:30]=[CH:31][CH:32]=1)[C:19]([NH:21][C:22]1[CH:27]=[C:26]([OH:28])[CH:25]=[CH:24][C:23]=1[CH3:29])=[O:20])([CH3:15])[CH3:14])#[N:12].C(=O)([O-])[O-].[K+].[K+].